Dataset: Full USPTO retrosynthesis dataset with 1.9M reactions from patents (1976-2016). Task: Predict the reactants needed to synthesize the given product. (1) The reactants are: [CH2:1]([O:4][C:5]1[CH:13]=[CH:12][C:8]2[O:9][CH2:10][O:11][C:7]=2[C:6]=1[C:14]1[C:15]2[NH:22][CH:21]=[C:20]([C:23](O)=[O:24])[C:16]=2[N:17]=[CH:18][N:19]=1)[CH2:2][CH3:3].[C:26]([O:30][C:31]([N:33]1[CH2:38][CH2:37][CH:36]([NH2:39])[CH2:35][CH2:34]1)=[O:32])([CH3:29])([CH3:28])[CH3:27]. Given the product [C:26]([O:30][C:31]([N:33]1[CH2:38][CH2:37][CH:36]([NH:39][C:23]([C:20]2[C:16]3[N:17]=[CH:18][N:19]=[C:14]([C:6]4[C:7]5[O:11][CH2:10][O:9][C:8]=5[CH:12]=[CH:13][C:5]=4[O:4][CH2:1][CH2:2][CH3:3])[C:15]=3[NH:22][CH:21]=2)=[O:24])[CH2:35][CH2:34]1)=[O:32])([CH3:29])([CH3:27])[CH3:28], predict the reactants needed to synthesize it. (2) Given the product [C:15]([C:42]1[CH:41]=[CH:40][C:39]([C:46]([NH:26][C:27]2[CH:28]=[CH:29][CH:30]=[C:31]([C:2]3[N:3]=[C:4]([NH:11][C:12]4[CH:20]=[C:19]5[C:15]([CH:16]=[CH:17][NH:18]5)=[CH:14][CH:13]=4)[C:5]4[N:6]([CH:8]=[CH:9][N:10]=4)[CH:7]=3)[CH:32]=2)=[O:49])=[CH:38][CH:37]=1)([CH3:19])([CH3:16])[CH3:14], predict the reactants needed to synthesize it. The reactants are: Br[C:2]1[N:3]=[C:4]([NH:11][C:12]2[CH:20]=[C:19]3[C:15]([CH:16]=[CH:17][NH:18]3)=[CH:14][CH:13]=2)[C:5]2[N:6]([CH:8]=[CH:9][N:10]=2)[CH:7]=1.S(O)(O)(=O)=O.[NH2:26][C:27]1[CH:28]=[C:29](B(O)O)[CH:30]=[CH:31][CH:32]=1.N[C:37]1[CH:38]=[C:39](B(O)O)[CH:40]=[CH:41][CH:42]=1.[C:46]([O-:49])([O-])=O.[Na+].[Na+]. (3) Given the product [CH3:13][O:12][C:11]1[CH:10]=[CH:9][C:4]([C:5]([O:7][CH3:8])=[O:6])=[CH:3][C:2]=1[O:1][CH2:22][CH2:21][CH2:20][N:17]1[CH2:18][CH2:19][O:14][CH2:15][CH2:16]1, predict the reactants needed to synthesize it. The reactants are: [OH:1][C:2]1[CH:3]=[C:4]([CH:9]=[CH:10][C:11]=1[O:12][CH3:13])[C:5]([O:7][CH3:8])=[O:6].[O:14]1[CH2:19][CH2:18][N:17]([CH2:20][CH2:21][CH2:22]OCl)[CH2:16][CH2:15]1.C([O-])([O-])=O.[K+].[K+]. (4) Given the product [NH2:31][C:26]1[CH:27]=[CH:28][CH:29]=[CH:30][C:25]=1[NH:24][C:22](=[O:23])[C:21]1[CH:20]=[CH:19][C:18]([CH2:17][N:16]2[CH2:42][C:41](=[CH2:40])[C:9]3[C:8](=[CH:13][CH:12]=[CH:11][CH:10]=3)[CH:7]2[CH2:6][C:5]([NH:4][CH2:3][CH2:2][OH:1])=[O:15])=[CH:33][CH:32]=1, predict the reactants needed to synthesize it. The reactants are: [OH:1][CH2:2][CH2:3][NH:4][C:5](=[O:15])/[CH:6]=[CH:7]/[C:8]1[CH:13]=[CH:12][CH:11]=[CH:10][C:9]=1I.[NH2:16][CH2:17][C:18]1[CH:33]=[CH:32][C:21]([C:22]([NH:24][C:25]2[CH:30]=[CH:29][CH:28]=[CH:27][C:26]=2[NH2:31])=[O:23])=[CH:20][CH:19]=1.C([O-])([O-])=O.[K+].[K+].[CH2:40]=[C:41]=[CH2:42].